This data is from Full USPTO retrosynthesis dataset with 1.9M reactions from patents (1976-2016). The task is: Predict the reactants needed to synthesize the given product. (1) Given the product [Br:1][C:2]1[CH:3]=[C:4]([CH:5]=[C:6]([Cl:8])[CH:7]=1)[CH2:9][C:11]1[CH:12]=[N:13][CH:14]=[CH:15][CH:16]=1, predict the reactants needed to synthesize it. The reactants are: [Br:1][C:2]1[CH:3]=[C:4]([C:9]([C:11]2[CH:12]=[N:13][CH:14]=[CH:15][CH:16]=2)=O)[CH:5]=[C:6]([Cl:8])[CH:7]=1.C(O)CO.[OH-].[K+]. (2) Given the product [NH:24]([C:3](=[O:2])[CH2:4][O:5][C:6]1[CH:21]=[CH:20][C:9]([C:10]([O:12][CH2:13][C:14]2[CH:19]=[CH:18][CH:17]=[CH:16][CH:15]=2)=[O:11])=[CH:8][CH:7]=1)[NH2:25], predict the reactants needed to synthesize it. The reactants are: C[O:2][C:3](=O)[CH2:4][O:5][C:6]1[CH:21]=[CH:20][C:9]([C:10]([O:12][CH2:13][C:14]2[CH:19]=[CH:18][CH:17]=[CH:16][CH:15]=2)=[O:11])=[CH:8][CH:7]=1.O.[NH2:24][NH2:25]. (3) Given the product [CH2:1]([O:3][C:4](=[O:16])[CH2:5][C:6]1[C:14]2[C:9](=[CH:10][C:11]([Br:15])=[CH:12][CH:13]=2)[N:8]([CH2:20][C:21]2[C:25]3[CH:26]=[C:27]([Cl:30])[CH:28]=[CH:29][C:24]=3[S:23][CH:22]=2)[CH:7]=1)[CH3:2], predict the reactants needed to synthesize it. The reactants are: [CH2:1]([O:3][C:4](=[O:16])[CH2:5][C:6]1[C:14]2[C:9](=[CH:10][C:11]([Br:15])=[CH:12][CH:13]=2)[NH:8][CH:7]=1)[CH3:2].[H-].[Na+].Br[CH2:20][C:21]1[C:25]2[CH:26]=[C:27]([Cl:30])[CH:28]=[CH:29][C:24]=2[S:23][CH:22]=1.C(O)(=O)CC(CC(O)=O)(C(O)=O)O. (4) Given the product [N:1]1[N:2]([CH:11]([CH2:15][CH:16]([CH3:18])[CH3:17])[C:12]([OH:14])=[O:13])[CH:3]=[C:4]2[C:9]=1[CH:8]=[CH:7][CH:6]=[CH:5]2, predict the reactants needed to synthesize it. The reactants are: [NH:1]1[C:9]2[C:4](=[CH:5][CH:6]=[CH:7][CH:8]=2)[CH:3]=[N:2]1.Br[CH:11]([CH2:15][CH:16]([CH3:18])[CH3:17])[C:12]([OH:14])=[O:13]. (5) Given the product [CH:32]1([CH2:31][O:30][C:22]2[CH:23]=[C:24]([F:29])[C:25]([O:27][CH3:28])=[CH:26][C:21]=2[C:20]2[C:15]3[NH:14][C:13]([CH3:35])=[C:12]([C:10]([NH:9][C@H:6]4[CH2:7][CH2:8][C@H:3]([NH:2][C:39](=[O:40])[CH2:38][O:37][CH3:36])[CH2:4][CH2:5]4)=[O:11])[C:16]=3[N:17]=[CH:18][N:19]=2)[CH2:34][CH2:33]1, predict the reactants needed to synthesize it. The reactants are: Cl.[NH2:2][C@H:3]1[CH2:8][CH2:7][C@H:6]([NH:9][C:10]([C:12]2[C:16]3[N:17]=[CH:18][N:19]=[C:20]([C:21]4[CH:26]=[C:25]([O:27][CH3:28])[C:24]([F:29])=[CH:23][C:22]=4[O:30][CH2:31][CH:32]4[CH2:34][CH2:33]4)[C:15]=3[NH:14][C:13]=2[CH3:35])=[O:11])[CH2:5][CH2:4]1.[CH3:36][O:37][CH2:38][C:39](Cl)=[O:40]. (6) The reactants are: [O:1]1[CH:5]=[CH:4][C:3]([C:6]2[N:11]3[N:12]=[C:13]([NH2:15])[N:14]=[C:10]3[CH:9]=[CH:8][CH:7]=2)=[CH:2]1.[C:16](Cl)(=[O:25])[C:17]1[CH:22]=[CH:21][CH:20]=[C:19]([O:23][CH3:24])[CH:18]=1. Given the product [O:1]1[CH:5]=[CH:4][C:3]([C:6]2[N:11]3[N:12]=[C:13]([NH:15][C:16](=[O:25])[C:17]4[CH:22]=[CH:21][CH:20]=[C:19]([O:23][CH3:24])[CH:18]=4)[N:14]=[C:10]3[CH:9]=[CH:8][CH:7]=2)=[CH:2]1, predict the reactants needed to synthesize it. (7) Given the product [F:1][C:2]1[CH:7]=[CH:6][C:5]([S:8][C:9]2[C:10]([C:23]([NH:48][C:49]3[S:50][C:51]([CH3:54])=[CH:52][N:53]=3)=[O:25])=[N:11][C:12]([CH2:15][N:16]3[C:21](=[O:22])[CH:20]=[CH:19][CH:18]=[N:17]3)=[CH:13][N:14]=2)=[CH:4][CH:3]=1, predict the reactants needed to synthesize it. The reactants are: [F:1][C:2]1[CH:7]=[CH:6][C:5]([S:8][C:9]2[C:10]([C:23]([OH:25])=O)=[N:11][C:12]([CH2:15][N:16]3[C:21](=[O:22])[CH:20]=[CH:19][CH:18]=[N:17]3)=[CH:13][N:14]=2)=[CH:4][CH:3]=1.Cl.CN(C)CCCN=C=NCC.ON1C2C=CC=CC=2N=N1.[NH2:48][C:49]1[S:50][C:51]([CH3:54])=[CH:52][N:53]=1. (8) Given the product [CH3:17][C@@:12]1([C:10]2[NH:9][C:8]3[C:3]([CH3:2])=[CH:4][CH:5]=[CH:6][C:7]=3[N:11]=2)[CH2:16][CH2:15][CH2:14][N:13]1[C:33]([C:31]1[N:32]=[C:28]([CH3:27])[S:29][C:30]=1[C:36]1[CH:37]=[CH:38][CH:39]=[CH:40][CH:41]=1)=[O:34], predict the reactants needed to synthesize it. The reactants are: Cl.[CH3:2][C:3]1[C:8]2[NH:9][C:10]([C@:12]3([CH3:17])[CH2:16][CH2:15][CH2:14][NH:13]3)=[N:11][C:7]=2[CH:6]=[CH:5][CH:4]=1.CCN(C(C)C)C(C)C.[CH3:27][C:28]1[S:29][C:30]([C:36]2[CH:41]=[CH:40][CH:39]=[CH:38][CH:37]=2)=[C:31]([C:33](O)=[O:34])[N:32]=1.CN(C(ON1N=NC2C=CC=NC1=2)=[N+](C)C)C.F[P-](F)(F)(F)(F)F.